Task: Predict the reactants needed to synthesize the given product.. Dataset: Full USPTO retrosynthesis dataset with 1.9M reactions from patents (1976-2016) (1) Given the product [Cl:1][C:2]1[N:3]=[CH:4][N:5]([C:14]2[CH:19]=[CH:18][C:17]([S:20]([CH3:23])(=[O:22])=[O:21])=[CH:16][CH:15]=2)[C:6]=1[C:7]1[CH:12]=[CH:11][C:10]([N:24]2[CH2:28][CH2:27][CH2:26][CH2:25]2)=[CH:9][CH:8]=1, predict the reactants needed to synthesize it. The reactants are: [Cl:1][C:2]1[N:3]=[CH:4][N:5]([C:14]2[CH:19]=[CH:18][C:17]([S:20]([CH3:23])(=[O:22])=[O:21])=[CH:16][CH:15]=2)[C:6]=1[C:7]1[CH:12]=[CH:11][C:10](F)=[CH:9][CH:8]=1.[NH:24]1[CH2:28][CH2:27][CH2:26][CH2:25]1. (2) Given the product [F:50][C:49]([F:52])([F:51])[C:47]([OH:53])=[O:48].[Cl:1][C:2]1[CH:7]=[C:6]([C:8]2[N:9]([CH3:37])[C:10](=[O:36])[CH:11]=[C:12]3[C:17]=2[CH:16]=[CH:15][C:14]([S:18]([NH:21][C:31]2[CH:35]=[CH:34][O:33][N:32]=2)(=[O:19])=[O:20])=[CH:13]3)[C:5]([O:38][CH3:39])=[CH:4][C:3]=1[C:40]1[CH:45]=[CH:44][CH:43]=[C:42]([F:46])[CH:41]=1, predict the reactants needed to synthesize it. The reactants are: [Cl:1][C:2]1[CH:7]=[C:6]([C:8]2[N:9]([CH3:37])[C:10](=[O:36])[CH:11]=[C:12]3[C:17]=2[CH:16]=[CH:15][C:14]([S:18]([N:21]([C:31]2[CH:35]=[CH:34][O:33][N:32]=2)CC2C=CC(OC)=CC=2)(=[O:20])=[O:19])=[CH:13]3)[C:5]([O:38][CH3:39])=[CH:4][C:3]=1[C:40]1[CH:45]=[CH:44][CH:43]=[C:42]([F:46])[CH:41]=1.[C:47]([OH:53])([C:49]([F:52])([F:51])[F:50])=[O:48]. (3) Given the product [CH2:13]([S:15][CH2:2][CH2:3][CH2:4][NH:5][C:6](=[O:12])[O:7][C:8]([CH3:11])([CH3:10])[CH3:9])[CH3:14], predict the reactants needed to synthesize it. The reactants are: Br[CH2:2][CH2:3][CH2:4][NH:5][C:6](=[O:12])[O:7][C:8]([CH3:11])([CH3:10])[CH3:9].[CH2:13]([SH:15])[CH3:14].C(=O)([O-])[O-].[K+].[K+]. (4) Given the product [NH2:1][C:2]1[C:11]2[N:10]=[CH:9][C:8]([CH2:12][CH2:13][C:14]3[CH:19]=[CH:18][C:17]([O:20][CH2:21][CH2:22][CH2:23][C:24]([P:27](=[O:28])([OH:29])[OH:32])([F:25])[F:26])=[CH:16][C:15]=3[CH3:35])=[CH:7][C:6]=2[C:5]2[CH:36]=[CH:37][C:38]([CH2:40][CH2:41][C:42]([O:44][CH2:45][CH3:46])=[O:43])=[CH:39][C:4]=2[N:3]=1, predict the reactants needed to synthesize it. The reactants are: [NH2:1][C:2]1[C:11]2[N:10]=[CH:9][C:8]([CH2:12][CH2:13][C:14]3[CH:19]=[CH:18][C:17]([O:20][CH2:21][CH2:22][CH2:23][C:24]([P:27]([O:32]CC)([O:29]CC)=[O:28])([F:26])[F:25])=[CH:16][C:15]=3[CH3:35])=[CH:7][C:6]=2[C:5]2[CH:36]=[CH:37][C:38]([CH2:40][CH2:41][C:42]([O:44][CH2:45][CH3:46])=[O:43])=[CH:39][C:4]=2[N:3]=1.Br[Si](C)(C)C.